This data is from NCI-60 drug combinations with 297,098 pairs across 59 cell lines. The task is: Regression. Given two drug SMILES strings and cell line genomic features, predict the synergy score measuring deviation from expected non-interaction effect. (1) Drug 1: C1=NNC2=C1C(=O)NC=N2. Drug 2: CC1C(C(CC(O1)OC2CC(CC3=C2C(=C4C(=C3O)C(=O)C5=C(C4=O)C(=CC=C5)OC)O)(C(=O)CO)O)N)O.Cl. Cell line: K-562. Synergy scores: CSS=40.1, Synergy_ZIP=2.18, Synergy_Bliss=4.20, Synergy_Loewe=-9.21, Synergy_HSA=6.30. (2) Drug 1: CS(=O)(=O)OCCCCOS(=O)(=O)C. Drug 2: CC1CCCC2(C(O2)CC(NC(=O)CC(C(C(=O)C(C1O)C)(C)C)O)C(=CC3=CSC(=N3)C)C)C. Cell line: SW-620. Synergy scores: CSS=38.0, Synergy_ZIP=-6.26, Synergy_Bliss=-10.0, Synergy_Loewe=-17.3, Synergy_HSA=-8.88. (3) Drug 1: CC1C(C(=O)NC(C(=O)N2CCCC2C(=O)N(CC(=O)N(C(C(=O)O1)C(C)C)C)C)C(C)C)NC(=O)C3=C4C(=C(C=C3)C)OC5=C(C(=O)C(=C(C5=N4)C(=O)NC6C(OC(=O)C(N(C(=O)CN(C(=O)C7CCCN7C(=O)C(NC6=O)C(C)C)C)C)C(C)C)C)N)C. Drug 2: CCCCC(=O)OCC(=O)C1(CC(C2=C(C1)C(=C3C(=C2O)C(=O)C4=C(C3=O)C=CC=C4OC)O)OC5CC(C(C(O5)C)O)NC(=O)C(F)(F)F)O. Cell line: NCIH23. Synergy scores: CSS=51.3, Synergy_ZIP=16.1, Synergy_Bliss=16.4, Synergy_Loewe=15.4, Synergy_HSA=16.0. (4) Drug 1: CCCCC(=O)OCC(=O)C1(CC(C2=C(C1)C(=C3C(=C2O)C(=O)C4=C(C3=O)C=CC=C4OC)O)OC5CC(C(C(O5)C)O)NC(=O)C(F)(F)F)O. Drug 2: CC(C)(C#N)C1=CC(=CC(=C1)CN2C=NC=N2)C(C)(C)C#N. Cell line: UACC-257. Synergy scores: CSS=24.7, Synergy_ZIP=-4.87, Synergy_Bliss=-3.13, Synergy_Loewe=-1.83, Synergy_HSA=-1.69. (5) Drug 1: CC12CCC(CC1=CCC3C2CCC4(C3CC=C4C5=CN=CC=C5)C)O. Drug 2: CCN(CC)CCCC(C)NC1=C2C=C(C=CC2=NC3=C1C=CC(=C3)Cl)OC. Cell line: A498. Synergy scores: CSS=1.83, Synergy_ZIP=-6.22, Synergy_Bliss=-3.75, Synergy_Loewe=-21.3, Synergy_HSA=-5.58.